This data is from Full USPTO retrosynthesis dataset with 1.9M reactions from patents (1976-2016). The task is: Predict the reactants needed to synthesize the given product. (1) Given the product [NH2:1][C:2]1[C:7]([C:8]#[N:9])=[C:6]([C:10]2[S:14][C:13]([NH:32][CH2:33][CH2:34][OH:35])=[N:12][CH:11]=2)[C:5]([C:16]#[N:17])=[C:4]([S:18][CH2:19][C:20]2[N:21]=[C:22]([C:25]3[CH:30]=[CH:29][C:28]([Cl:31])=[CH:27][CH:26]=3)[S:23][CH:24]=2)[N:3]=1, predict the reactants needed to synthesize it. The reactants are: [NH2:1][C:2]1[C:7]([C:8]#[N:9])=[C:6]([C:10]2[S:14][C:13](I)=[N:12][CH:11]=2)[C:5]([C:16]#[N:17])=[C:4]([S:18][CH2:19][C:20]2[N:21]=[C:22]([C:25]3[CH:30]=[CH:29][C:28]([Cl:31])=[CH:27][CH:26]=3)[S:23][CH:24]=2)[N:3]=1.[NH2:32][CH2:33][CH2:34][OH:35]. (2) The reactants are: Cl(O)(=O)(=O)=O.[C:6]1([CH3:24])[CH:11]=[C:10]([CH3:12])[CH:9]=[C:8]([CH3:13])[C:7]=1[S:14]([O:17]/[N:18]=C(\OCC)/C)(=[O:16])=[O:15].[NH2:25][C:26]1[CH:27]=[C:28]([CH:33]=[CH:34][N:35]=1)[C:29]([O:31][CH3:32])=[O:30].NC1C=C(C=CN=1)C([O-])=O. Given the product [CH3:13][C:8]1[CH:9]=[C:10]([CH3:12])[CH:11]=[C:6]([CH3:24])[C:7]=1[S:14]([O-:17])(=[O:16])=[O:15].[NH2:18][N:35]1[CH:34]=[CH:33][C:28]([C:29]([O:31][CH3:32])=[O:30])=[CH:27][C:26]1=[NH2+:25], predict the reactants needed to synthesize it. (3) Given the product [CH:7]1([N:6]2[C:2]([NH2:1])=[C:3]([C:13]([O:15][N:24]3[C:25]4=[N:30][CH:29]=[CH:28][CH:27]=[C:26]4[N:31]=[N:32]3)=[O:14])[C:4]([CH3:12])=[N:5]2)[CH2:11][CH2:10][CH2:9][CH2:8]1, predict the reactants needed to synthesize it. The reactants are: [NH2:1][C:2]1[N:6]([CH:7]2[CH2:11][CH2:10][CH2:9][CH2:8]2)[N:5]=[C:4]([CH3:12])[C:3]=1[C:13]([OH:15])=[O:14].CN(C(O[N:24]1[N:32]=[N:31][C:26]2[CH:27]=[CH:28][CH:29]=[N:30][C:25]1=2)=[N+](C)C)C.F[P-](F)(F)(F)(F)F.C1C=NC2N(O)N=NC=2C=1.CCN(C(C)C)C(C)C.